This data is from Forward reaction prediction with 1.9M reactions from USPTO patents (1976-2016). The task is: Predict the product of the given reaction. (1) Given the reactants [CH:1]1([C:7]([O:9][CH3:10])=[O:8])[CH2:6][CH2:5][CH2:4][CH2:3][CH2:2]1.[CH:11]([N-:14]C(C)C)(C)[CH3:12].[Li+].CCCCCCC.C1COCC1.C(C1C=CC=CC=1)C.BrCC#N.Cl, predict the reaction product. The product is: [CH3:10][O:9][C:7]([C:1]1([CH2:12][C:11]#[N:14])[CH2:6][CH2:5][CH2:4][CH2:3][CH2:2]1)=[O:8]. (2) Given the reactants B(F)(F)F.CCOCC.[C:10]([CH2:12][C:13]1([N:34]2[CH:38]=[C:37]([C:39]3[C:40]4[CH:47]=[CH:46][N:45](COCC[Si](C)(C)C)[C:41]=4[N:42]=[CH:43][N:44]=3)[CH:36]=[N:35]2)[CH2:16][N:15]([C:17]2[N:18]=[CH:19][C:20]([C:23]([NH:25][C@@H:26]([CH:31]3[CH2:33][CH2:32]3)[C:27]([F:30])([F:29])[F:28])=[O:24])=[N:21][CH:22]=2)[CH2:14]1)#[N:11].[OH-].[NH4+].C([O-])(O)=O.[Na+], predict the reaction product. The product is: [C:10]([CH2:12][C:13]1([N:34]2[CH:38]=[C:37]([C:39]3[C:40]4[CH:47]=[CH:46][NH:45][C:41]=4[N:42]=[CH:43][N:44]=3)[CH:36]=[N:35]2)[CH2:16][N:15]([C:17]2[N:18]=[CH:19][C:20]([C:23]([NH:25][C@@H:26]([CH:31]3[CH2:33][CH2:32]3)[C:27]([F:29])([F:28])[F:30])=[O:24])=[N:21][CH:22]=2)[CH2:14]1)#[N:11]. (3) Given the reactants [OH-].[Li+].[CH2:3]([O:10][C:11]1[CH:21]=[CH:20][C:14]([CH:15]=[CH:16][C:17]([OH:19])=O)=[CH:13][CH:12]=1)[C:4]1[CH:9]=[CH:8][CH:7]=[CH:6][CH:5]=1.C[O:23][C:24](=[O:34])[C@H:25]([CH2:27][C:28]1[CH:33]=[CH:32][CH:31]=[CH:30][CH:29]=1)[NH2:26], predict the reaction product. The product is: [CH2:3]([O:10][C:11]1[CH:12]=[CH:13][C:14]([CH:15]=[CH:16][C:17]([NH:26][C@H:25]([C:24]([OH:34])=[O:23])[CH2:27][C:28]2[CH:33]=[CH:32][CH:31]=[CH:30][CH:29]=2)=[O:19])=[CH:20][CH:21]=1)[C:4]1[CH:5]=[CH:6][CH:7]=[CH:8][CH:9]=1. (4) Given the reactants [CH2:1]1[C:3]2([CH2:8][CH2:7][CH2:6][CH2:5][N:4]2[C:9]2[N:13]3[CH:14]=[C:15]([O:18][C@H:19]4[C:28]5[C:23](=[CH:24][CH:25]=[CH:26][CH:27]=5)[C@@H:22]([NH:29][C:30](=[O:55])[NH:31][C:32]5[N:36]([C:37]6[CH:38]=[C:39]([CH:48]=[CH:49][CH:50]=6)[O:40][CH2:41][CH2:42]OS(C)(=O)=O)[N:35]=[C:34]([C:51]([CH3:54])([CH3:53])[CH3:52])[CH:33]=5)[CH2:21][CH2:20]4)[CH:16]=[CH:17][C:12]3=[N:11][N:10]=2)[CH2:2]1.[CH3:56][NH:57][CH3:58].C1C[O:62]CC1, predict the reaction product. The product is: [CH:30]([OH:55])=[O:62].[CH2:2]1[C:3]2([CH2:8][CH2:7][CH2:6][CH2:5][N:4]2[C:9]2[N:13]3[CH:14]=[C:15]([O:18][C@H:19]4[C:28]5[C:23](=[CH:24][CH:25]=[CH:26][CH:27]=5)[C@@H:22]([NH:29][C:30]([NH:31][C:32]5[N:36]([C:37]6[CH:50]=[CH:49][CH:48]=[C:39]([O:40][CH2:41][CH2:42][N:57]([CH3:58])[CH3:56])[CH:38]=6)[N:35]=[C:34]([C:51]([CH3:53])([CH3:54])[CH3:52])[CH:33]=5)=[O:55])[CH2:21][CH2:20]4)[CH:16]=[CH:17][C:12]3=[N:11][N:10]=2)[CH2:1]1. (5) Given the reactants IC1C2CC3C(=CC=CC=3)NC=2C(C(OC)=O)=CC=1.[CH2:20]([N:22]([CH2:44][CH3:45])[CH2:23][CH2:24][NH:25][C:26]([C:28]1[C:41]2[NH:40][C:39]3[C:34](=[CH:35][CH:36]=[CH:37][CH:38]=3)[C:33](=O)[C:32]=2[CH:31]=[CH:30][C:29]=1[I:43])=[O:27])[CH3:21].[K+].[Br-].Cl.C(N(CC)CCNC(C1NC2C(C=1)=CC(I)=CC=2)=O)C, predict the reaction product. The product is: [CH2:44]([N:22]([CH2:20][CH3:21])[CH2:23][CH2:24][NH:25][C:26]([C:28]1[C:41]2[NH:40][C:39]3[C:34](=[CH:35][CH:36]=[CH:37][CH:38]=3)[CH2:33][C:32]=2[CH:31]=[CH:30][C:29]=1[I:43])=[O:27])[CH3:45]. (6) The product is: [Cl:1][C:2]1[N:7]=[C:6]([NH:30][C:27]2[NH:28][N:29]=[C:25]([CH:22]3[CH2:24][CH2:23]3)[CH:26]=2)[C:5]([C:9]2[CH:14]=[CH:13][CH:12]=[CH:11][CH:10]=2)=[CH:4][N:3]=1. Given the reactants [Cl:1][C:2]1[N:7]=[C:6](Cl)[C:5]([C:9]2[CH:14]=[CH:13][CH:12]=[CH:11][CH:10]=2)=[CH:4][N:3]=1.C(N(CC)CC)C.[CH:22]1([C:25]2[CH:26]=[C:27]([NH2:30])[NH:28][N:29]=2)[CH2:24][CH2:23]1, predict the reaction product. (7) Given the reactants [NH:1]1[CH2:6][CH:5]([C:7]([O:9][CH3:10])=[O:8])[CH2:4][CH:3]([C:11]([O:13][CH3:14])=[O:12])[CH2:2]1.C([O-])(O)=O.[Na+].[CH3:20][C:21]([O:24][C:25](O[C:25]([O:24][C:21]([CH3:23])([CH3:22])[CH3:20])=[O:26])=[O:26])([CH3:23])[CH3:22], predict the reaction product. The product is: [N:1]1([C:25]([O:24][C:21]([CH3:23])([CH3:22])[CH3:20])=[O:26])[CH2:2][CH:3]([C:11]([O:13][CH3:14])=[O:12])[CH2:4][CH:5]([C:7]([O:9][CH3:10])=[O:8])[CH2:6]1. (8) Given the reactants [Br:1][C:2]1[CH:7]=[CH:6][C:5]([NH:8][C:9]([C:11]2[C:12](=[O:27])[N:13]([CH:17]3[C:25]4[C:20](=[C:21]([OH:26])[CH:22]=[CH:23][CH:24]=4)[CH2:19][CH2:18]3)[CH:14]=[CH:15][CH:16]=2)=[O:10])=[CH:4][CH:3]=1.C([O-])([O-])=O.[K+].[K+].Cl[CH2:35][CH2:36][OH:37], predict the reaction product. The product is: [Br:1][C:2]1[CH:7]=[CH:6][C:5]([NH:8][C:9]([C:11]2[C:12](=[O:27])[N:13]([CH:17]3[C:25]4[C:20](=[C:21]([O:26][CH2:35][CH2:36][OH:37])[CH:22]=[CH:23][CH:24]=4)[CH2:19][CH2:18]3)[CH:14]=[CH:15][CH:16]=2)=[O:10])=[CH:4][CH:3]=1. (9) Given the reactants [OH:1][C:2]1[CH:3]=[C:4]([CH:10]=[C:11]([OH:14])[C:12]=1[OH:13])[C:5]([O:7][CH2:8][CH3:9])=[O:6].C(=O)([O-])[O-].[K+].[K+].Br[CH2:22][CH2:23][CH2:24][CH2:25][CH2:26][CH2:27][CH3:28], predict the reaction product. The product is: [CH2:22]([O:1][C:2]1[CH:3]=[C:4]([CH:10]=[C:11]([O:14][CH2:5][CH2:4][CH2:3][CH2:2][CH2:12][CH2:11][CH3:10])[C:12]=1[O:13][CH2:22][CH2:23][CH2:24][CH2:25][CH2:26][CH2:27][CH3:28])[C:5]([O:7][CH2:8][CH3:9])=[O:6])[CH2:23][CH2:24][CH2:25][CH2:26][CH2:27][CH3:28]. (10) Given the reactants [Sn](Cl)Cl.[Br:4][C:5]1[C:6]([F:17])=[C:7]2[C:13]([N+:14]([O-])=O)=[CH:12][NH:11][C:8]2=[N:9][CH:10]=1.[OH-].[Na+], predict the reaction product. The product is: [Br:4][C:5]1[C:6]([F:17])=[C:7]2[C:13]([NH2:14])=[CH:12][NH:11][C:8]2=[N:9][CH:10]=1.